Dataset: NCI-60 drug combinations with 297,098 pairs across 59 cell lines. Task: Regression. Given two drug SMILES strings and cell line genomic features, predict the synergy score measuring deviation from expected non-interaction effect. (1) Drug 2: C#CCC(CC1=CN=C2C(=N1)C(=NC(=N2)N)N)C3=CC=C(C=C3)C(=O)NC(CCC(=O)O)C(=O)O. Synergy scores: CSS=19.2, Synergy_ZIP=-1.95, Synergy_Bliss=-3.60, Synergy_Loewe=-8.11, Synergy_HSA=-2.11. Drug 1: C1CC(C1)(C(=O)O)C(=O)O.[NH2-].[NH2-].[Pt+2]. Cell line: BT-549. (2) Drug 1: CCCCC(=O)OCC(=O)C1(CC(C2=C(C1)C(=C3C(=C2O)C(=O)C4=C(C3=O)C=CC=C4OC)O)OC5CC(C(C(O5)C)O)NC(=O)C(F)(F)F)O. Drug 2: CN(CC1=CN=C2C(=N1)C(=NC(=N2)N)N)C3=CC=C(C=C3)C(=O)NC(CCC(=O)O)C(=O)O. Cell line: OVCAR-8. Synergy scores: CSS=46.6, Synergy_ZIP=-9.80, Synergy_Bliss=-14.1, Synergy_Loewe=-23.6, Synergy_HSA=-12.8. (3) Drug 1: C1=CC(=CC=C1CCCC(=O)O)N(CCCl)CCCl. Drug 2: CC1C(C(CC(O1)OC2CC(CC3=C2C(=C4C(=C3O)C(=O)C5=CC=CC=C5C4=O)O)(C(=O)C)O)N)O. Cell line: CCRF-CEM. Synergy scores: CSS=46.6, Synergy_ZIP=-5.06, Synergy_Bliss=-2.32, Synergy_Loewe=-9.61, Synergy_HSA=2.35. (4) Drug 1: CN1CCC(CC1)COC2=C(C=C3C(=C2)N=CN=C3NC4=C(C=C(C=C4)Br)F)OC. Drug 2: C1=NC(=NC(=O)N1C2C(C(C(O2)CO)O)O)N. Cell line: U251. Synergy scores: CSS=6.21, Synergy_ZIP=-1.96, Synergy_Bliss=-0.198, Synergy_Loewe=-1.12, Synergy_HSA=-0.170. (5) Drug 1: CN(C)C1=NC(=NC(=N1)N(C)C)N(C)C. Cell line: DU-145. Drug 2: C1C(C(OC1N2C=C(C(=O)NC2=O)F)CO)O. Synergy scores: CSS=45.1, Synergy_ZIP=3.43, Synergy_Bliss=4.02, Synergy_Loewe=-45.8, Synergy_HSA=1.40.